From a dataset of Reaction yield outcomes from USPTO patents with 853,638 reactions. Predict the reaction yield, written as a fraction of the theoretical maximum amount of product (1.0 means a 100% yield; for example, 0.34 means a 34% yield). (1) The reactants are [Br:1][C:2]1[CH:3]=[C:4]([CH2:12][CH2:13][CH2:14]Br)[N:5]2[C:10]=1[C:9]([NH2:11])=[N:8][CH:7]=[N:6]2.[NH:16]1[CH2:21][CH2:20][O:19][CH2:18][CH2:17]1.C(N(CC)CC)C.[I-].[Na+]. The catalyst is CN(C=O)C.CCOC(C)=O. The product is [Br:1][C:2]1[CH:3]=[C:4]([CH2:12][CH2:13][CH2:14][N:16]2[CH2:21][CH2:20][O:19][CH2:18][CH2:17]2)[N:5]2[C:10]=1[C:9]([NH2:11])=[N:8][CH:7]=[N:6]2. The yield is 0.479. (2) The reactants are [CH3:1][C:2]1[CH:9]=[C:8]([C:10]2[N:14]=[C:13]([C:15]3[O:19][N:18]=[C:17]([C:20]4[CH:25]=[CH:24][CH:23]=[CH:22][CH:21]=4)[C:16]=3[C:26]([F:29])([F:28])[F:27])[O:12][N:11]=2)[CH:7]=[CH:6][C:3]=1[CH:4]=O.[NH:30]1[CH2:33][CH:32]([C:34]([OH:36])=[O:35])[CH2:31]1.C([BH3-])#N.[Na+]. The catalyst is CO.ClC(Cl)C.C(O)(=O)C.ClCCl. The product is [CH3:1][C:2]1[CH:9]=[C:8]([C:10]2[N:14]=[C:13]([C:15]3[O:19][N:18]=[C:17]([C:20]4[CH:21]=[CH:22][CH:23]=[CH:24][CH:25]=4)[C:16]=3[C:26]([F:28])([F:27])[F:29])[O:12][N:11]=2)[CH:7]=[CH:6][C:3]=1[CH2:4][N:30]1[CH2:33][CH:32]([C:34]([OH:36])=[O:35])[CH2:31]1. The yield is 0.520. (3) The reactants are [OH-].[K+].[CH2:3]([O:10][C:11]1[CH:20]=[C:19]([O:21][CH2:22][C:23]2[CH:28]=[CH:27][CH:26]=[CH:25][CH:24]=2)[C:18]([C:29]([CH3:31])=[CH2:30])=[CH:17][C:12]=1[C:13]([O:15]C)=[O:14])[C:4]1[CH:9]=[CH:8][CH:7]=[CH:6][CH:5]=1. The catalyst is CO.O. The product is [CH2:3]([O:10][C:11]1[CH:20]=[C:19]([O:21][CH2:22][C:23]2[CH:28]=[CH:27][CH:26]=[CH:25][CH:24]=2)[C:18]([C:29]([CH3:31])=[CH2:30])=[CH:17][C:12]=1[C:13]([OH:15])=[O:14])[C:4]1[CH:5]=[CH:6][CH:7]=[CH:8][CH:9]=1. The yield is 1.00.